From a dataset of Catalyst prediction with 721,799 reactions and 888 catalyst types from USPTO. Predict which catalyst facilitates the given reaction. (1) Product: [C:1]([N:8]1[CH2:13][CH2:12][CH:11]([CH2:14][NH:15][C:19]2[C:18]([Cl:26])=[C:17]([Cl:16])[N:22]=[C:21]([Cl:23])[C:20]=2[Cl:24])[CH2:10][CH2:9]1)([O:3][C:4]([CH3:7])([CH3:6])[CH3:5])=[O:2]. The catalyst class is: 3. Reactant: [C:1]([N:8]1[CH2:13][CH2:12][CH:11]([CH2:14][NH2:15])[CH2:10][CH2:9]1)([O:3][C:4]([CH3:7])([CH3:6])[CH3:5])=[O:2].[Cl:16][C:17]1[N:22]=[C:21]([Cl:23])[C:20]([Cl:24])=[C:19](Cl)[C:18]=1[Cl:26].C(=O)([O-])[O-].[K+].[K+]. (2) Reactant: [F:1][C:2]1[CH:7]=[CH:6][C:5]([C:8]([N:10]2[CH2:15][CH2:14][C:13]3[N:16]=[C:17](/[CH:19]=[CH:20]/[C:21]4[CH:26]=[CH:25][CH:24]=[CH:23][CH:22]=4)[O:18][C:12]=3[CH2:11]2)=[O:9])=[CH:4][CH:3]=1.C([O-])=O.[NH4+]. Product: [F:1][C:2]1[CH:3]=[CH:4][C:5]([C:8]([N:10]2[CH2:15][CH2:14][C:13]3[N:16]=[C:17]([CH2:19][CH2:20][C:21]4[CH:22]=[CH:23][CH:24]=[CH:25][CH:26]=4)[O:18][C:12]=3[CH2:11]2)=[O:9])=[CH:6][CH:7]=1. The catalyst class is: 43. (3) Reactant: [Cl:1][C:2]1[CH:7]=[C:6]([C:8]2[CH:13]=[N:12][CH:11]=[C:10]([CH3:14])[N:9]=2)[CH:5]=[CH:4][C:3]=1[C:15]1[C:26](=[O:27])[NH:25][C:18]2[N:19]=[C:20]([S:23][CH3:24])[N:21]=[CH:22][C:17]=2[CH:16]=1.Cl.Cl[CH2:30][CH2:31][N:32]1[CH2:37][CH2:36][N:35]([CH3:38])[CH2:34][CH2:33]1.C(=O)([O-])[O-].[Cs+].[Cs+].O. Product: [Cl:1][C:2]1[CH:7]=[C:6]([C:8]2[CH:13]=[N:12][CH:11]=[C:10]([CH3:14])[N:9]=2)[CH:5]=[CH:4][C:3]=1[C:15]1[C:26](=[O:27])[N:25]([CH2:30][CH2:31][N:32]2[CH2:37][CH2:36][N:35]([CH3:38])[CH2:34][CH2:33]2)[C:18]2[N:19]=[C:20]([S:23][CH3:24])[N:21]=[CH:22][C:17]=2[CH:16]=1. The catalyst class is: 3. (4) Reactant: [CH3:1][NH:2][C:3]([C:5]1[C:13]2[C:8](=[N:9][C:10]([NH:15][S:16]([CH3:19])(=[O:18])=[O:17])=[C:11]([I:14])[CH:12]=2)[O:7][C:6]=1[C:20]1[CH:25]=[CH:24][C:23]([F:26])=[CH:22][CH:21]=1)=[O:4].[C:27](=O)([O-])[O-].[K+].[K+].IC. The catalyst class is: 21. Product: [CH3:1][NH:2][C:3]([C:5]1[C:13]2[C:8](=[N:9][C:10]([N:15]([S:16]([CH3:19])(=[O:18])=[O:17])[CH3:27])=[C:11]([I:14])[CH:12]=2)[O:7][C:6]=1[C:20]1[CH:25]=[CH:24][C:23]([F:26])=[CH:22][CH:21]=1)=[O:4]. (5) Reactant: [N+:1]([O-:4])([O-])=[O:2].[Na+].[Cl:6][C:7]1[CH:8]=[C:9]2[C:17](=[CH:18][CH:19]=1)[NH:16][C:15]1[CH:14]=[N:13][CH:12]=[C:11]([F:20])[C:10]2=1.CO.C(=O)(O)[O-].[Na+]. Product: [Cl:6][C:7]1[CH:8]=[C:9]2[C:17](=[C:18]([N+:1]([O-:4])=[O:2])[CH:19]=1)[NH:16][C:15]1[CH:14]=[N:13][CH:12]=[C:11]([F:20])[C:10]2=1. The catalyst class is: 55.